Dataset: Forward reaction prediction with 1.9M reactions from USPTO patents (1976-2016). Task: Predict the product of the given reaction. (1) Given the reactants [Cl:1][C:2]1[CH:3]=[CH:4][C:5]([C:28]([F:31])([F:30])[F:29])=[C:6]([CH:27]=1)[CH2:7][N:8]1[CH2:13][CH2:12][NH:11][C:10]2[N:14]=[CH:15][C:16]([C:18]3[CH:26]=[CH:25][C:21]([C:22]([OH:24])=O)=[CH:20][CH:19]=3)=[CH:17][C:9]1=2.[Cl:32][C:33]1[CH:40]=[CH:39][C:36]([CH2:37][NH2:38])=[CH:35][CH:34]=1, predict the reaction product. The product is: [Cl:32][C:33]1[CH:40]=[CH:39][C:36]([CH2:37][NH:38][C:22](=[O:24])[C:21]2[CH:25]=[CH:26][C:18]([C:16]3[CH:15]=[N:14][C:10]4[NH:11][CH2:12][CH2:13][N:8]([CH2:7][C:6]5[CH:27]=[C:2]([Cl:1])[CH:3]=[CH:4][C:5]=5[C:28]([F:30])([F:31])[F:29])[C:9]=4[CH:17]=3)=[CH:19][CH:20]=2)=[CH:35][CH:34]=1. (2) Given the reactants [Br:1][C:2]1[CH:7]=[CH:6][C:5]([N+:8]([O-:10])=[O:9])=[C:4](F)[CH:3]=1.C(=O)([O-])[O-].[K+].[K+].[C:18]([O:22][C:23]([N:25]1[CH2:30][CH2:29][NH:28][CH:27]([CH2:31][C:32]([OH:34])=[O:33])[CH2:26]1)=[O:24])([CH3:21])([CH3:20])[CH3:19], predict the reaction product. The product is: [Br:1][C:2]1[CH:7]=[CH:6][C:5]([N+:8]([O-:10])=[O:9])=[C:4]([N:28]2[CH2:29][CH2:30][N:25]([C:23]([O:22][C:18]([CH3:19])([CH3:20])[CH3:21])=[O:24])[CH2:26][CH:27]2[CH2:31][C:32]([OH:34])=[O:33])[CH:3]=1. (3) The product is: [Cl:1][C:2]1[CH:3]=[C:4]([CH:27]=[CH:28][C:29]=1[OH:30])[CH2:5][N:6]1[CH2:11][CH2:10][C:9]([CH2:18][CH2:19][O:20][C:21]2[CH:22]=[CH:23][CH:24]=[CH:25][CH:26]=2)([C:12]([O:14][C:15]([CH3:31])([CH3:16])[CH3:17])=[O:13])[CH2:8][CH2:7]1. Given the reactants [Cl:1][C:2]1[CH:3]=[C:4]([CH:27]=[CH:28][C:29]=1[OH:30])[CH2:5][N:6]1[CH2:11][CH2:10][C:9]([CH2:18][CH2:19][O:20][C:21]2[CH:26]=[CH:25][CH:24]=[CH:23][CH:22]=2)([C:12]([O:14][CH:15]([CH3:17])[CH3:16])=[O:13])[CH2:8][CH2:7]1.[CH2:31](OC(C1(CCOC2C=CC=CC=2)CCN(CC2C=CC(OCC=C)=C(Cl)C=2)CC1)=O)C, predict the reaction product. (4) Given the reactants [OH:1][CH2:2][CH2:3][C@@H:4]1[CH2:9][N:8]([C:10]([O:12][CH2:13][C:14]2[CH:19]=[CH:18][CH:17]=[CH:16][CH:15]=2)=[O:11])[CH2:7][CH2:6][N:5]1[C:20]([O:22][C:23]([CH3:26])([CH3:25])[CH3:24])=[O:21].C(N(CC)CC)C.[CH3:34][S:35](Cl)(=[O:37])=[O:36].O, predict the reaction product. The product is: [CH3:34][S:35]([O:1][CH2:2][CH2:3][C@@H:4]1[CH2:9][N:8]([C:10]([O:12][CH2:13][C:14]2[CH:19]=[CH:18][CH:17]=[CH:16][CH:15]=2)=[O:11])[CH2:7][CH2:6][N:5]1[C:20]([O:22][C:23]([CH3:26])([CH3:25])[CH3:24])=[O:21])(=[O:37])=[O:36]. (5) Given the reactants Br[C:2]1[CH:3]=[CH:4][C:5]2[O:14][CH2:13][CH2:12][C:11]3[S:10][C:9]([C:15]4[N:16]([CH:20]([CH3:22])[CH3:21])[N:17]=[CH:18][N:19]=4)=[N:8][C:7]=3[C:6]=2[CH:23]=1.[N:24]1([C:29]2[CH:34]=[CH:33][C:32](B3OC(C)(C)C(C)(C)O3)=[CH:31][N:30]=2)[CH2:28][CH2:27][CH2:26][CH2:25]1, predict the reaction product. The product is: [CH:20]([N:16]1[C:15]([C:9]2[S:10][C:11]3[CH2:12][CH2:13][O:14][C:5]4[CH:4]=[CH:3][C:2]([C:32]5[CH:31]=[N:30][C:29]([N:24]6[CH2:25][CH2:26][CH2:27][CH2:28]6)=[CH:34][CH:33]=5)=[CH:23][C:6]=4[C:7]=3[N:8]=2)=[N:19][CH:18]=[N:17]1)([CH3:22])[CH3:21]. (6) Given the reactants [H-].[Na+].[CH2:3]([N:10]1[CH2:15][CH2:14][C:13]([CH2:17][OH:18])([OH:16])[CH2:12][CH2:11]1)[C:4]1[CH:9]=[CH:8][CH:7]=[CH:6][CH:5]=1.F[C:20]1[CH:27]=[CH:26][C:23]([C:24]#[N:25])=[CH:22][CH:21]=1.O, predict the reaction product. The product is: [CH2:3]([N:10]1[CH2:11][CH2:12][C:13]([CH2:17][O:18][C:20]2[CH:27]=[CH:26][C:23]([C:24]#[N:25])=[CH:22][CH:21]=2)([OH:16])[CH2:14][CH2:15]1)[C:4]1[CH:5]=[CH:6][CH:7]=[CH:8][CH:9]=1.